Dataset: Full USPTO retrosynthesis dataset with 1.9M reactions from patents (1976-2016). Task: Predict the reactants needed to synthesize the given product. (1) Given the product [Br-:1].[F:15][C:10]1[CH:9]=[C:8]2[C:13]([CH:14]=[C:5]([C:3](=[O:4])[CH2:2][N+:19]3[CH:20]=[CH:21][CH:22]=[CH:23][C:18]=3[CH3:17])[C:6](=[O:16])[O:7]2)=[CH:12][CH:11]=1, predict the reactants needed to synthesize it. The reactants are: [Br:1][CH2:2][C:3]([C:5]1[C:6](=[O:16])[O:7][C:8]2[C:13]([CH:14]=1)=[CH:12][CH:11]=[C:10]([F:15])[CH:9]=2)=[O:4].[CH3:17][C:18]1[CH:23]=[CH:22][CH:21]=[CH:20][N:19]=1. (2) Given the product [NH2:1][C:2]1[N:3]=[C:4]([CH3:38])[C:5]2=[C:6]([CH2:8][C@H:9]([C:23]3[CH:28]=[CH:27][C:26]([F:29])=[CH:25][C:24]=3[C:30]3[CH:35]=[CH:34][CH:33]=[C:32]([O:36][CH3:37])[N:31]=3)[NH:10]/[C:11]/2=[N:12]\[O:13][CH:14]([CH2:20][CH2:21][O:22][CH3:45])[C:15]([N:17]([CH3:18])[CH3:19])=[O:16])[N:7]=1, predict the reactants needed to synthesize it. The reactants are: [NH2:1][C:2]1[N:3]=[C:4]([CH3:38])[C:5]2=[C:6]([CH2:8][C@H:9]([C:23]3[CH:28]=[CH:27][C:26]([F:29])=[CH:25][C:24]=3[C:30]3[CH:35]=[CH:34][CH:33]=[C:32]([O:36][CH3:37])[N:31]=3)[NH:10]/[C:11]/2=[N:12]\[O:13][CH:14]([CH2:20][CH2:21][OH:22])[C:15]([N:17]([CH3:19])[CH3:18])=[O:16])[N:7]=1.[H-].[Na+].S(OC)(O[CH3:45])(=O)=O. (3) Given the product [CH2:1]([O:3][C:4]([C:6]1[C:7]([Br:24])=[C:8]2[N:13]([C:14]=1[C:15]1[CH:20]=[CH:19][C:18]([F:21])=[CH:17][CH:16]=1)[CH:12]=[CH:11][C:10]([CH2:22][NH:25][C:26]1[O:30][C:29]([C:31]([OH:38])([C:32]([F:35])([F:33])[F:34])[CH2:36][CH3:37])=[N:28][N:27]=1)=[CH:9]2)=[O:5])[CH3:2], predict the reactants needed to synthesize it. The reactants are: [CH2:1]([O:3][C:4]([C:6]1[C:7]([Br:24])=[C:8]2[N:13]([C:14]=1[C:15]1[CH:20]=[CH:19][C:18]([F:21])=[CH:17][CH:16]=1)[CH:12]=[CH:11][C:10]([CH:22]=O)=[CH:9]2)=[O:5])[CH3:2].[NH2:25][C:26]1[O:30][C:29]([C:31]([OH:38])([CH2:36][CH3:37])[C:32]([F:35])([F:34])[F:33])=[N:28][N:27]=1. (4) Given the product [C:20]([O:19][C:17]([NH:16][CH:5]([CH2:6][C:7]1[CH:12]=[CH:11][CH:10]=[C:9]([N+:13]([O-:15])=[O:14])[CH:8]=1)[C:4]([OH:24])=[O:3])=[O:18])([CH3:23])([CH3:21])[CH3:22], predict the reactants needed to synthesize it. The reactants are: C([O:3][C:4](=[O:24])[CH:5]([NH:16][C:17]([O:19][C:20]([CH3:23])([CH3:22])[CH3:21])=[O:18])[CH2:6][C:7]1[CH:12]=[CH:11][CH:10]=[C:9]([N+:13]([O-:15])=[O:14])[CH:8]=1)C.[OH-].[Li+]. (5) The reactants are: [Cl:1][C:2]1[CH:7]=[CH:6][C:5]([C:8]#[C:9][CH2:10][NH2:11])=[CH:4][CH:3]=1.[H-].[H-].[H-].[H-].[Li+].[Al+3].O.[OH-].[Na+]. Given the product [Cl:1][C:2]1[CH:3]=[CH:4][C:5]([CH:8]=[CH:9][CH2:10][NH2:11])=[CH:6][CH:7]=1, predict the reactants needed to synthesize it. (6) Given the product [CH3:1][O:2][C:3]1[CH:4]=[C:5]([C:18]2[CH:23]=[N:22][C:21]3[NH:37][C:26]4[CH:27]=[N:28][C:29]([C:31]5[CH:32]=[N:33][N:34]([CH3:36])[CH:35]=5)=[CH:30][C:25]=4[C:20]=3[CH:19]=2)[CH:6]=[C:7]([O:16][CH3:17])[C:8]=1[CH2:9][N:10]1[CH2:15][CH2:14][CH2:13][CH2:12][CH2:11]1, predict the reactants needed to synthesize it. The reactants are: [CH3:1][O:2][C:3]1[CH:4]=[C:5]([C:18]2[CH:19]=[C:20]([C:25]3[CH:30]=[C:29]([C:31]4[CH:32]=[N:33][N:34]([CH3:36])[CH:35]=4)[N:28]=[CH:27][C:26]=3[NH2:37])[C:21](F)=[N:22][CH:23]=2)[CH:6]=[C:7]([O:16][CH3:17])[C:8]=1[CH2:9][N:10]1[CH2:15][CH2:14][CH2:13][CH2:12][CH2:11]1.C[Si]([N-][Si](C)(C)C)(C)C.[Na+]. (7) Given the product [NH:28]1[CH:27]=[C:26]([C:2]2[CH:3]=[C:4]([C@H:8]([NH:10][C:11](=[O:17])[O:12][C:13]([CH3:16])([CH3:15])[CH3:14])[CH3:9])[CH:5]=[CH:6][CH:7]=2)[CH:30]=[N:29]1, predict the reactants needed to synthesize it. The reactants are: Br[C:2]1[CH:3]=[C:4]([C@H:8]([NH:10][C:11](=[O:17])[O:12][C:13]([CH3:16])([CH3:15])[CH3:14])[CH3:9])[CH:5]=[CH:6][CH:7]=1.CC1(C)C(C)(C)OB([C:26]2[CH:27]=[N:28][N:29](C(OC(C)(C)C)=O)[CH:30]=2)O1.C(=O)([O-])[O-].[K+].[K+].[OH-].[Na+]. (8) The reactants are: [CH2:1]([O:3][C:4]([C:6]1[S:15][C:14]2[NH:13][C:12]3[CH:16]=[CH:17][CH:18]=[CH:19][C:11]=3[N:10]=[C:9]([N:20]3[CH2:25][CH2:24][NH:23][C@@H:22]([CH2:26][CH2:27][O:28][CH3:29])[CH2:21]3)[C:8]=2[N:7]=1)=[O:5])[CH3:2].C=O.[C:32](O[BH-](OC(=O)C)OC(=O)C)(=O)C.[Na+]. Given the product [CH2:1]([O:3][C:4]([C:6]1[S:15][C:14]2[NH:13][C:12]3[CH:16]=[CH:17][CH:18]=[CH:19][C:11]=3[N:10]=[C:9]([N:20]3[CH2:25][CH2:24][N:23]([CH3:32])[C@@H:22]([CH2:26][CH2:27][O:28][CH3:29])[CH2:21]3)[C:8]=2[N:7]=1)=[O:5])[CH3:2], predict the reactants needed to synthesize it. (9) Given the product [Cl:12][C:13]1[N:21]=[C:20]2[C:16]([N:17]=[CH:18][N:19]2[CH3:22])=[C:10]([NH:9][C:6]2[CH:7]=[CH:8][C:3]([C:1]#[N:2])=[CH:4][CH:5]=2)[N:14]=1, predict the reactants needed to synthesize it. The reactants are: [C:1]([C:3]1[CH:8]=[CH:7][C:6]([NH:9][CH:10]=O)=[CH:5][CH:4]=1)#[N:2].[Cl:12][C:13]1[N:21]=[C:20]2[C:16]([N:17]=[CH:18][N:19]2[CH3:22])=C(Cl)[N:14]=1. (10) Given the product [CH3:8][O:9][CH2:10][C@@H:11]([O:13][C:14]1[CH:15]=[C:16]([CH:33]=[C:34]([O:36][C:37]2[CH:38]=[CH:39][C:40]([S:43]([CH3:46])(=[O:45])=[O:44])=[CH:41][CH:42]=2)[CH:35]=1)[C:17]([NH:19][C:20]1[CH:24]=[C:23]([CH3:25])[NH:22][N:21]=1)=[O:18])[CH3:12], predict the reactants needed to synthesize it. The reactants are: FC(F)(F)C(O)=O.[CH3:8][O:9][CH2:10][C@@H:11]([O:13][C:14]1[CH:15]=[C:16]([CH:33]=[C:34]([O:36][C:37]2[CH:42]=[CH:41][C:40]([S:43]([CH3:46])(=[O:45])=[O:44])=[CH:39][CH:38]=2)[CH:35]=1)[C:17]([NH:19][C:20]1[CH:24]=[C:23]([CH3:25])[N:22](C(OCCCC)=O)[N:21]=1)=[O:18])[CH3:12].